The task is: Predict the product of the given reaction.. This data is from Forward reaction prediction with 1.9M reactions from USPTO patents (1976-2016). (1) Given the reactants C([O:4][CH2:5][C:6]1[CH:11]=[CH:10][C:9]([C:12]2[C:21](=[O:22])[N:20](CC3C=CC(OC)=CC=3)[C:19]3[C:14](=[CH:15][CH:16]=[C:17]([O:32][CH3:33])[CH:18]=3)[N:13]=2)=[CH:8][CH:7]=1)(=O)C, predict the reaction product. The product is: [OH:4][CH2:5][C:6]1[CH:7]=[CH:8][C:9]([C:12]2[C:21](=[O:22])[NH:20][C:19]3[C:14]([N:13]=2)=[CH:15][CH:16]=[C:17]([O:32][CH3:33])[CH:18]=3)=[CH:10][CH:11]=1. (2) Given the reactants Cl[C:2]1[CH:7]=[C:6]([O:8][CH2:9][C:10]2[CH:15]=[CH:14][CH:13]=[CH:12][N:11]=2)[N:5]=[C:4]2[CH2:16][CH2:17][CH2:18][C:3]=12.[F:19][C:20]1[C:25](B(O)O)=[CH:24][CH:23]=[CH:22][N:21]=1.CC(C1C=C(C(C)C)C(C2C=CC=CC=2P(C2CCCCC2)C2CCCCC2)=C(C(C)C)C=1)C.[K].P([O-])([O-])([O-])=O, predict the reaction product. The product is: [F:19][C:20]1[C:25]([C:2]2[CH:7]=[C:6]([O:8][CH2:9][C:10]3[CH:15]=[CH:14][CH:13]=[CH:12][N:11]=3)[N:5]=[C:4]3[CH2:16][CH2:17][CH2:18][C:3]=23)=[CH:24][CH:23]=[CH:22][N:21]=1. (3) Given the reactants [N:1]1[CH:6]=[CH:5][CH:4]=[CH:3][C:2]=1[C:7]1[CH:8]=[N:9][NH:10][C:11]=1[NH2:12].O=[C:14]1[C:23]2[C:18](=[CH:19][CH:20]=[CH:21][CH:22]=2)[CH2:17][CH2:16][CH:15]1[C:24](OC)=[O:25], predict the reaction product. The product is: [N:1]1[CH:6]=[CH:5][CH:4]=[CH:3][C:2]=1[C:7]1[CH:8]=[N:9][N:10]2[C:24](=[O:25])[C:15]3[CH2:16][CH2:17][C:18]4[CH:19]=[CH:20][CH:21]=[CH:22][C:23]=4[C:14]=3[NH:12][C:11]=12. (4) Given the reactants [NH2:1][C:2]1[CH:10]=[CH:9][C:8]([Br:11])=[CH:7][C:3]=1[C:4]([NH2:6])=[O:5].[C:12]([NH:19][C@@H:20]([C:25](O)=[O:26])[CH2:21][CH:22]([CH3:24])[CH3:23])([O:14][C:15]([CH3:18])([CH3:17])[CH3:16])=[O:13].CN(C(ON1N=NC2C=CC=NC1=2)=[N+](C)C)C.F[P-](F)(F)(F)(F)F.O, predict the reaction product. The product is: [C:15]([O:14][C:12](=[O:13])[NH:19][C@H:20]([CH2:21][CH:22]([CH3:23])[CH3:24])[C:25]([NH:1][C:2]1[CH:10]=[CH:9][C:8]([Br:11])=[CH:7][C:3]=1[C:4](=[O:5])[NH2:6])=[O:26])([CH3:18])([CH3:17])[CH3:16]. (5) Given the reactants [CH2:1](NC(=O)C(C)O)CCCCCCC.[OH-].[K+].C(O)(=O)C(C)O.C1OC1.[CH2:26]([C:34](C)([OH:38])[C:35]([NH2:37])=[O:36])[CH2:27][CH2:28][CH2:29][CH2:30][CH2:31][CH2:32][CH3:33], predict the reaction product. The product is: [CH2:27]([CH2:26][CH:34]([OH:38])[C:35]([NH2:37])=[O:36])[CH2:28][CH2:29][CH2:30][CH2:31][CH2:32][CH2:33][CH3:1]. (6) Given the reactants CNC(NCCC[C@H](N)C(O)=O)=NC.C(O[C:23]([N:25]1[CH2:29][CH2:28][CH2:27][C@@H:26]1[C:30]([C:32]1[C:40]2[C:35](=[CH:36][CH:37]=[C:38]([Br:41])[CH:39]=2)[NH:34][CH:33]=1)=O)=O)C1C=CC=CC=1.[OH-].[Na+].C(O)C1C=CC=CC=1, predict the reaction product. The product is: [Br:41][C:38]1[CH:39]=[C:40]2[C:35](=[CH:36][CH:37]=1)[NH:34][CH:33]=[C:32]2[CH2:30][C@H:26]1[CH2:27][CH2:28][CH2:29][N:25]1[CH3:23].